The task is: Binary Classification. Given a drug SMILES string, predict its activity (active/inactive) in a high-throughput screening assay against a specified biological target.. This data is from HIV replication inhibition screening data with 41,000+ compounds from the AIDS Antiviral Screen. (1) The compound is O=C1C(=Cc2cccc(Oc3ccccc3)c2)SC(c2ccccc2)N1c1ccc(Cl)cc1. The result is 0 (inactive). (2) The compound is COc1ccc(CCNC(=O)Cc2cc(OC)c(OC)cc2Br)cc1OC. The result is 0 (inactive).